The task is: Regression. Given two drug SMILES strings and cell line genomic features, predict the synergy score measuring deviation from expected non-interaction effect.. This data is from NCI-60 drug combinations with 297,098 pairs across 59 cell lines. (1) Drug 1: CC1OCC2C(O1)C(C(C(O2)OC3C4COC(=O)C4C(C5=CC6=C(C=C35)OCO6)C7=CC(=C(C(=C7)OC)O)OC)O)O. Cell line: T-47D. Synergy scores: CSS=29.1, Synergy_ZIP=-8.19, Synergy_Bliss=0.660, Synergy_Loewe=-7.31, Synergy_HSA=-3.54. Drug 2: C1C(C(OC1N2C=NC(=NC2=O)N)CO)O. (2) Drug 1: C1=CC(=CC=C1C#N)C(C2=CC=C(C=C2)C#N)N3C=NC=N3. Drug 2: C1CC(C1)(C(=O)O)C(=O)O.[NH2-].[NH2-].[Pt+2]. Cell line: BT-549. Synergy scores: CSS=11.7, Synergy_ZIP=-2.75, Synergy_Bliss=0.614, Synergy_Loewe=1.01, Synergy_HSA=0.663. (3) Drug 1: CN(C)C1=NC(=NC(=N1)N(C)C)N(C)C. Drug 2: C1=CC=C(C=C1)NC(=O)CCCCCCC(=O)NO. Cell line: 786-0. Synergy scores: CSS=-6.94, Synergy_ZIP=-0.987, Synergy_Bliss=-3.34, Synergy_Loewe=-12.5, Synergy_HSA=-6.07. (4) Drug 1: CC1=CC=C(C=C1)C2=CC(=NN2C3=CC=C(C=C3)S(=O)(=O)N)C(F)(F)F. Drug 2: C1C(C(OC1N2C=C(C(=O)NC2=O)F)CO)O. Cell line: HL-60(TB). Synergy scores: CSS=-4.46, Synergy_ZIP=2.42, Synergy_Bliss=-3.52, Synergy_Loewe=-15.1, Synergy_HSA=-12.0. (5) Drug 1: C1CCN(CC1)CCOC2=CC=C(C=C2)C(=O)C3=C(SC4=C3C=CC(=C4)O)C5=CC=C(C=C5)O. Drug 2: CC12CCC(CC1=CCC3C2CCC4(C3CC=C4C5=CN=CC=C5)C)O. Cell line: SF-295. Synergy scores: CSS=7.41, Synergy_ZIP=-3.27, Synergy_Bliss=-3.57, Synergy_Loewe=-3.77, Synergy_HSA=-4.25. (6) Drug 1: CC12CCC3C(C1CCC2O)C(CC4=C3C=CC(=C4)O)CCCCCCCCCS(=O)CCCC(C(F)(F)F)(F)F. Drug 2: C1=NC2=C(N1)C(=S)N=CN2. Cell line: COLO 205. Synergy scores: CSS=15.0, Synergy_ZIP=-7.50, Synergy_Bliss=0.168, Synergy_Loewe=-15.0, Synergy_HSA=-0.896.